Dataset: Forward reaction prediction with 1.9M reactions from USPTO patents (1976-2016). Task: Predict the product of the given reaction. (1) Given the reactants C(N([CH2:6][CH3:7])CC)C.[Cl:8][CH:9]([C:13]1[CH:18]=[CH:17][CH:16]=[CH:15][CH:14]=1)[C:10](Cl)=[O:11].[OH2:19], predict the reaction product. The product is: [Cl:8][CH:9]([C:13]1[CH:18]=[CH:17][CH:16]=[CH:15][CH:14]=1)[C:10]([O:19][CH2:6][CH3:7])=[O:11]. (2) Given the reactants [OH:1][CH2:2][CH2:3][CH:4]1[S:8][C:7]([C:9]2[NH:10][C:11]3[C:16]([CH:17]=2)=[CH:15][CH:14]=[CH:13][C:12]=3[N:18]([CH3:27])[S:19]([C:22]2[S:23][CH:24]=[CH:25][CH:26]=2)(=[O:21])=[O:20])=[N:6][CH2:5]1.C(N(CC)CC)C.[CH3:35][S:36]([Cl:39])(=[O:38])=[O:37].O, predict the reaction product. The product is: [CH3:35][S:36]([O:1][CH2:2][CH2:3][CH:4]1[S:8][C:7]([C:9]2[NH:10][C:11]3[C:16]([CH:17]=2)=[CH:15][CH:14]=[CH:13][C:12]=3[N:18]([CH3:27])[S:19]([C:22]2[S:23][CH:24]=[CH:25][CH:26]=2)(=[O:21])=[O:20])=[N:6][CH2:5]1)(=[O:38])=[O:37].[Cl:39][CH2:2][CH2:3][CH:4]1[S:8][C:7]([C:9]2[NH:10][C:11]3[C:16]([CH:17]=2)=[CH:15][CH:14]=[CH:13][C:12]=3[N:18]([CH3:27])[S:19]([C:22]2[S:23][CH:24]=[CH:25][CH:26]=2)(=[O:21])=[O:20])=[N:6][CH2:5]1. (3) Given the reactants [O:1]([C:8]1[N:13]=[CH:12][CH:11]=[CH:10][N:9]=1)[C:2]1[CH:7]=[CH:6][CH:5]=[CH:4][CH:3]=1.[I:14]N1C(=O)CCC1=O.O, predict the reaction product. The product is: [I:14][C:5]1[CH:4]=[CH:3][C:2]([O:1][C:8]2[N:9]=[CH:10][CH:11]=[CH:12][N:13]=2)=[CH:7][CH:6]=1. (4) Given the reactants I[C:2]1[CH:7]=[CH:6][C:5]([N+:8]([O-:10])=[O:9])=[CH:4][CH:3]=1.[N:11]1[CH:16]=[CH:15][CH:14]=[CH:13][C:12]=1[O-:17].C([N+](CCCC)(CCCC)CCCC)CCC, predict the reaction product. The product is: [N+:8]([C:5]1[CH:6]=[CH:7][C:2]([N:11]2[CH:16]=[CH:15][CH:14]=[CH:13][C:12]2=[O:17])=[CH:3][CH:4]=1)([O-:10])=[O:9]. (5) Given the reactants [NH2:1][C:2]1[CH:3]=[CH:4][C:5]([F:18])=[C:6]([C@:8]2([CH3:17])[C@:13]([F:15])([CH3:14])[CH2:12][O:11][C:10]([NH2:16])=[N:9]2)[CH:7]=1.[F:19][C:20]1[CH:21]=[CH:22][C:23]([C:26](O)=[O:27])=[N:24][CH:25]=1, predict the reaction product. The product is: [NH2:16][C:10]1[O:11][CH2:12][C@@:13]([F:15])([CH3:14])[C@:8]([C:6]2[CH:7]=[C:2]([NH:1][C:26]([C:23]3[CH:22]=[CH:21][C:20]([F:19])=[CH:25][N:24]=3)=[O:27])[CH:3]=[CH:4][C:5]=2[F:18])([CH3:17])[N:9]=1. (6) Given the reactants [H-].[Al+3].[Li+].[H-].[H-].[H-].[OH:7][C:8]1[CH:13]=[CH:12][C:11]([C:14]([CH3:18])([CH3:17])[C:15]#[N:16])=[CH:10][CH:9]=1.[C:19](O[C:19]([O:21][C:22]([CH3:25])([CH3:24])[CH3:23])=[O:20])([O:21][C:22]([CH3:25])([CH3:24])[CH3:23])=[O:20], predict the reaction product. The product is: [C:22]([O:21][C:19](=[O:20])[NH:16][CH2:15][C:14]([C:11]1[CH:10]=[CH:9][C:8]([OH:7])=[CH:13][CH:12]=1)([CH3:18])[CH3:17])([CH3:25])([CH3:24])[CH3:23]. (7) Given the reactants C=O.[F:3][C:4]([F:17])([F:16])[CH2:5][CH2:6][C:7](=[O:15])[CH2:8][C:9]1[CH:14]=[CH:13][CH:12]=[CH:11][CH:10]=1.N1CCCC[CH2:19]1, predict the reaction product. The product is: [F:3][C:4]([F:16])([F:17])[CH2:5][CH2:6][C:7](=[O:15])[C:8]([C:9]1[CH:14]=[CH:13][CH:12]=[CH:11][CH:10]=1)=[CH2:19].